Predict the product of the given reaction. From a dataset of Forward reaction prediction with 1.9M reactions from USPTO patents (1976-2016). (1) Given the reactants [N:1]([C@@H:4]([C@@H:29]([C:33]1[CH:38]=[CH:37][C:36]([Cl:39])=[CH:35][CH:34]=1)[CH:30]([CH3:32])[CH3:31])[C:5]([NH:7][C:8]1[CH:9]=[N:10][CH:11]=[C:12]([F:28])[C:13]=1[CH2:14][CH2:15][CH:16]1[CH2:18][N@@:17]1[S:19]([C:22]1[CH:27]=[CH:26][CH:25]=[CH:24][CH:23]=1)(=[O:21])=[O:20])=[O:6])=[N+:2]=[N-:3].[NH2:40][CH2:41][C@H:42]([OH:44])[CH3:43], predict the reaction product. The product is: [N:1]([C@@H:4]([C@@H:29]([C:33]1[CH:34]=[CH:35][C:36]([Cl:39])=[CH:37][CH:38]=1)[CH:30]([CH3:31])[CH3:32])[C:5]([NH:7][C:8]1[CH:9]=[N:10][CH:11]=[C:12]([F:28])[C:13]=1[CH2:14][CH2:15][C@H:16]([NH:17][S:19]([C:22]1[CH:27]=[CH:26][CH:25]=[CH:24][CH:23]=1)(=[O:20])=[O:21])[CH2:18][NH:40][CH2:41][C@H:42]([OH:44])[CH3:43])=[O:6])=[N+:2]=[N-:3]. (2) Given the reactants [CH:1]([NH:4][C:5]([C:7]1[N:8]([CH3:34])[C:9]([CH2:22][NH:23][S:24]([C:27]2[CH:28]=[C:29]([CH3:33])[CH:30]=[CH:31][CH:32]=2)(=[O:26])=[O:25])=[CH:10][C:11](=[O:21])[C:12]=1[O:13]CC1C=CC=CC=1)=[O:6])([CH3:3])[CH3:2].C1(S(C(N)C2N(C)C(C(O)=O)=C(O)C(=O)C=2)(=O)=O)C=CC=CC=1, predict the reaction product. The product is: [CH:1]([NH:4][C:5]([C:7]1[N:8]([CH3:34])[C:9]([CH2:22][NH:23][S:24]([C:27]2[CH:28]=[C:29]([CH3:33])[CH:30]=[CH:31][CH:32]=2)(=[O:26])=[O:25])=[CH:10][C:11](=[O:21])[C:12]=1[OH:13])=[O:6])([CH3:3])[CH3:2]. (3) Given the reactants [Cl:1][C:2]1[CH:10]=[C:9]2[C:5]([C:6]([C:11]([N:13]3[CH2:18][CH2:17][N:16]([C:19]4[CH:24]=[CH:23][CH:22]=[CH:21][C:20]=4[O:25][CH3:26])[CH2:15][CH2:14]3)=[O:12])=[CH:7][NH:8]2)=[CH:4][CH:3]=1.Cl[CH2:28][CH2:29][NH2:30], predict the reaction product. The product is: [NH2:30][CH2:29][CH2:28][N:8]1[C:9]2[C:5](=[CH:4][CH:3]=[C:2]([Cl:1])[CH:10]=2)[C:6]([C:11]([N:13]2[CH2:18][CH2:17][N:16]([C:19]3[CH:24]=[CH:23][CH:22]=[CH:21][C:20]=3[O:25][CH3:26])[CH2:15][CH2:14]2)=[O:12])=[CH:7]1. (4) Given the reactants [C:1]1([NH:7][C:8]2([CH2:21][OH:22])[CH2:13][CH2:12][N:11]([CH2:14][CH2:15][C:16]3[S:17][CH:18]=[CH:19][CH:20]=3)[CH2:10][CH2:9]2)[CH:6]=[CH:5][CH:4]=[CH:3][CH:2]=1.[CH3:23]OCCOCCOC, predict the reaction product. The product is: [CH3:23][O:22][CH2:21][C:8]1([NH:7][C:1]2[CH:6]=[CH:5][CH:4]=[CH:3][CH:2]=2)[CH2:9][CH2:10][N:11]([CH2:14][CH2:15][C:16]2[S:17][CH:18]=[CH:19][CH:20]=2)[CH2:12][CH2:13]1. (5) Given the reactants [Li]CCCC.C(NC(C)C)(C)C.[CH:13]1([C:17]#[N:18])[CH2:16][CH2:15][CH2:14]1.Br[CH:20]([C:22]1[CH:27]=[CH:26][CH:25]=[C:24]([Cl:28])[CH:23]=1)[CH3:21], predict the reaction product. The product is: [Cl:28][C:24]1[CH:23]=[C:22]([CH:20]([C:13]2([C:17]#[N:18])[CH2:16][CH2:15][CH2:14]2)[CH3:21])[CH:27]=[CH:26][CH:25]=1. (6) Given the reactants CO[C:3]([C:5]1[C:18]2[C:9](=[N:10][C:11]3[C:16]([N:17]=2)=[C:15]2[CH:19]=[CH:20][CH:21]=[C:22]([O:23][CH3:24])[C:14]2=[CH:13][CH:12]=3)[CH:8]=[CH:7][C:6]=1[NH:25][CH3:26])=[O:4].[CH3:27][N:28]([CH3:32])[CH2:29][CH2:30][NH2:31], predict the reaction product. The product is: [CH3:27][N:28]([CH3:32])[CH2:29][CH2:30][NH:31][C:3]([C:5]1[C:18]2[C:9](=[N:10][C:11]3[C:16]([N:17]=2)=[C:15]2[CH:19]=[CH:20][CH:21]=[C:22]([O:23][CH3:24])[C:14]2=[CH:13][CH:12]=3)[CH:8]=[CH:7][C:6]=1[NH:25][CH3:26])=[O:4]. (7) Given the reactants [CH:1]1[C:10]2[C:5](=[CH:6][CH:7]=[CH:8][CH:9]=2)[CH:4]=[CH:3][C:2]=1[N:11]1[CH2:16][CH2:15][CH:14]([C:17]([OH:19])=O)[CH2:13][CH2:12]1.BrC1C=CC2C(=CC=CC=2)C=1.[N:31]1[C:40]2[C:35](=[CH:36][CH:37]=[N:38][C:39]=2[NH2:41])[CH:34]=[CH:33][CH:32]=1, predict the reaction product. The product is: [N:31]1[C:40]2[C:35](=[CH:36][CH:37]=[N:38][C:39]=2[NH:41][C:17]([CH:14]2[CH2:15][CH2:16][N:11]([C:2]3[CH:3]=[CH:4][C:5]4[C:10](=[CH:9][CH:8]=[CH:7][CH:6]=4)[CH:1]=3)[CH2:12][CH2:13]2)=[O:19])[CH:34]=[CH:33][CH:32]=1. (8) Given the reactants [C:1]([CH2:4][CH2:5][C:6]1[CH:11]=[CH:10][C:9]([NH:12][C:13]([C:15]2[N:16](COCC[Si](C)(C)C)[CH:17]=[C:18]([C:20]#[N:21])[N:19]=2)=[O:14])=[C:8]([C:30]2[CH2:35][CH2:34][C:33]([CH3:37])([CH3:36])[CH2:32][CH:31]=2)[CH:7]=1)(=[O:3])[NH2:2].[F-].C([N+](CCCC)(CCCC)CCCC)CCC.CCOC(C)=O, predict the reaction product. The product is: [C:1]([CH2:4][CH2:5][C:6]1[CH:11]=[CH:10][C:9]([NH:12][C:13]([C:15]2[NH:16][CH:17]=[C:18]([C:20]#[N:21])[N:19]=2)=[O:14])=[C:8]([C:30]2[CH2:35][CH2:34][C:33]([CH3:37])([CH3:36])[CH2:32][CH:31]=2)[CH:7]=1)(=[O:3])[NH2:2].